This data is from Catalyst prediction with 721,799 reactions and 888 catalyst types from USPTO. The task is: Predict which catalyst facilitates the given reaction. (1) Reactant: [C:1]([O:4][C@H:5]1[C@H:10]([O:11][C:12](=O)[CH3:13])[C@@H:9]([CH2:15][O:16][C:17](=O)[CH3:18])[O:8][CH:7]=[CH:6]1)(=O)[CH3:2].C[O-].[Na+].[H-].[Na+].[CH:25]1[CH:30]=[CH:29][C:28]([CH2:31]Br)=CC=1. Product: [CH2:1]([O:4][C@H:5]1[C@H:10]([O:11][CH2:12][C:13]2[CH:9]=[CH:10][CH:5]=[CH:6][CH:7]=2)[C@@H:9]([CH2:15][O:16][CH2:17][C:18]2[CH:31]=[CH:28][CH:29]=[CH:30][CH:25]=2)[O:8][CH:7]=[CH:6]1)[C:2]1[CH:31]=[CH:28][CH:29]=[CH:30][CH:25]=1. The catalyst class is: 5. (2) Reactant: C(=O)([O-])[O-].[K+].[K+].[N:7]1([C:13]([O:15][C:16]([CH3:19])([CH3:18])[CH3:17])=[O:14])[CH2:12][CH2:11][NH:10][CH2:9][CH2:8]1.CS(O[CH:25]1[CH2:28][N:27]([CH:29]([C:36]2[CH:41]=[CH:40][CH:39]=[CH:38][CH:37]=2)[C:30]2[CH:35]=[CH:34][CH:33]=[CH:32][CH:31]=2)[CH2:26]1)(=O)=O. Product: [C:30]1([CH:29]([C:36]2[CH:41]=[CH:40][CH:39]=[CH:38][CH:37]=2)[N:27]2[CH2:28][CH:25]([N:10]3[CH2:11][CH2:12][N:7]([C:13]([O:15][C:16]([CH3:19])([CH3:18])[CH3:17])=[O:14])[CH2:8][CH2:9]3)[CH2:26]2)[CH:31]=[CH:32][CH:33]=[CH:34][CH:35]=1. The catalyst class is: 783.